The task is: Predict the reaction yield, written as a fraction of the theoretical maximum amount of product (1.0 means a 100% yield; for example, 0.34 means a 34% yield).. This data is from Reaction yield outcomes from USPTO patents with 853,638 reactions. (1) The reactants are [NH2:1][C:2]1[CH:3]=[C:4]2[C:8](=[CH:9][CH:10]=1)[NH:7][C:6](=[O:11])[CH2:5]2.ClCCCl.C(O[BH-](OC(=O)C)OC(=O)C)(=O)C.[Na+].N[N:31]1[C:39]2[C:34](=[CH:35][CH:36]=C[CH:38]=2)[CH2:33][C:32]1=O. The catalyst is C(N1CCC(=O)CC1)C.CO.C(O)(=O)C. The product is [CH2:39]([N:31]1[CH2:36][CH2:35][CH:34]([NH:1][C:2]2[CH:3]=[C:4]3[C:8](=[CH:9][CH:10]=2)[NH:7][C:6](=[O:11])[CH2:5]3)[CH2:33][CH2:32]1)[CH3:38]. The yield is 0.580. (2) The reactants are Cl[C:2]1[C:3]([NH2:9])=[N:4][CH:5]=[N:6][C:7]=1Cl.[O:10]([C:17]1[CH:22]=[CH:21][C:20](B(O)O)=[CH:19][CH:18]=1)[C:11]1[CH:16]=[CH:15][CH:14]=[CH:13][CH:12]=1.[NH2:26][CH2:27][C@@H:28]1[CH2:33][CH2:32][N:31]([C:34]([O:36]C(C)(C)C)=O)[CH2:30][C@H:29]1[OH:41].[C:42](O)(=O)[C:43]#[C:44]C. No catalyst specified. The product is [NH2:9][C:3]1[N:4]=[CH:5][N:6]=[C:7]([NH:26][CH2:27][C@@H:28]2[CH2:33][CH2:32][N:31]([C:34](=[O:36])[C:42]#[C:43][CH3:44])[CH2:30][C@H:29]2[OH:41])[C:2]=1[C:20]1[CH:21]=[CH:22][C:17]([O:10][C:11]2[CH:16]=[CH:15][CH:14]=[CH:13][CH:12]=2)=[CH:18][CH:19]=1. The yield is 0.413.